This data is from Full USPTO retrosynthesis dataset with 1.9M reactions from patents (1976-2016). The task is: Predict the reactants needed to synthesize the given product. (1) Given the product [Cl:1][C:2]1[C:3]([NH:29][C:30]2[CH:35]=[CH:34][CH:33]=[CH:32][C:31]=2[S:36]([CH:39]([CH3:41])[CH3:40])(=[O:38])=[O:37])=[N:4][C:5]([NH:8][C:9]2[CH:17]=[C:16]3[C:12]([CH2:13][N:14]([CH:19]4[CH2:20][CH2:21][N:22]([CH2:50][C:51]([NH2:53])=[O:52])[CH2:23][CH2:24]4)[C:15]3=[O:18])=[CH:11][C:10]=2[O:25][CH:26]([CH3:28])[CH3:27])=[N:6][CH:7]=1, predict the reactants needed to synthesize it. The reactants are: [Cl:1][C:2]1[C:3]([NH:29][C:30]2[CH:35]=[CH:34][CH:33]=[CH:32][C:31]=2[S:36]([CH:39]([CH3:41])[CH3:40])(=[O:38])=[O:37])=[N:4][C:5]([NH:8][C:9]2[CH:17]=[C:16]3[C:12]([CH2:13][N:14]([CH:19]4[CH2:24][CH2:23][NH:22][CH2:21][CH2:20]4)[C:15]3=[O:18])=[CH:11][C:10]=2[O:25][CH:26]([CH3:28])[CH3:27])=[N:6][CH:7]=1.C(N(CC)CC)C.Br[CH2:50][C:51]([NH2:53])=[O:52]. (2) Given the product [CH3:1][N:2]1[CH2:25][CH2:24][C:5]2[N:6]([CH2:14][C:15]([O:17][CH2:33][C:34]([OH:36])=[O:35])([C:18]3[CH:19]=[N:20][CH:21]=[CH:22][CH:23]=3)[CH3:16])[C:7]3[CH:8]=[CH:9][C:10]([CH3:13])=[CH:11][C:12]=3[C:4]=2[CH2:3]1, predict the reactants needed to synthesize it. The reactants are: [CH3:1][N:2]1[CH2:25][CH2:24][C:5]2[N:6]([CH2:14][C:15]([C:18]3[CH:19]=[N:20][CH:21]=[CH:22][CH:23]=3)([OH:17])[CH3:16])[C:7]3[CH:8]=[CH:9][C:10]([CH3:13])=[CH:11][C:12]=3[C:4]=2[CH2:3]1.C(=O)([O-])[O-].[K+].[K+].Br[CH2:33][C:34]([O:36]CC)=[O:35]. (3) Given the product [CH3:1][O:2][C:3]1[CH:31]=[N:30][C:6]2[N:7]([C:12]([NH:14][C@@H:15]([C:19]3[CH:24]=[CH:23][C:22]([O:25][C:26]([F:29])([F:27])[F:28])=[CH:21][CH:20]=3)[CH2:16][O:17][CH3:18])=[O:13])[CH2:8][C:9](=[O:11])[NH:10][C:5]=2[CH:4]=1, predict the reactants needed to synthesize it. The reactants are: [CH3:1][O:2][C:3]1[CH:31]=[N:30][C:6]2[N:7]([C:12]([NH:14][CH:15]([C:19]3[CH:24]=[CH:23][C:22]([O:25][C:26]([F:29])([F:28])[F:27])=[CH:21][CH:20]=3)[CH2:16][O:17][CH3:18])=[O:13])[CH2:8][C:9](=[O:11])[NH:10][C:5]=2[CH:4]=1.C(=O)=O.CO. (4) Given the product [Cl:12][C:6]1[N:5]=[CH:4][N:3]=[C:2]2[N:14]([CH3:13])[N:15]=[C:9]([CH3:10])[CH2:8][C:7]=12, predict the reactants needed to synthesize it. The reactants are: Cl[C:2]1[C:7]([CH2:8][C:9](=O)[CH3:10])=[C:6]([Cl:12])[N:5]=[CH:4][N:3]=1.[CH3:13][NH:14][NH2:15].C([O-])(=O)C.[Na+]. (5) Given the product [C:65]([O:69][C:70]1[CH:71]=[C:72]([C@H:1]([OH:4])[CH2:21][OH:28])[C:73]2[S:77][C:76]([O:78][CH:79]([CH3:80])[CH3:81])=[N:75][C:74]=2[CH:82]=1)([CH3:66])([CH3:67])[CH3:68].[C:17]([O:30][CH2:31][CH3:40])(=[O:2])[CH3:16].[CH3:7][CH2:8][CH2:9][CH:14]([CH3:15])[CH3:13], predict the reactants needed to synthesize it. The reactants are: [C:1]([O-:4])([O-])=[O:2].[K+].[K+].[CH3:7][CH2:8][C@H:9]1[C@H:14]2[CH2:15][C@H:16]([C@H:17]([O:30][C:31]3[C:40]4[C:40](=CC=CC=4)[C:31]([O:30][C@H:17](C4C=CN=C5C=4C=[C:21]([O:28]C)C=C5)[C@@H:16]4N5C[C@H:9]([CH2:8][CH3:7])[C@@H:14]([CH2:13]C5)[CH2:15]4)=NN=3)C3C=CN=C4C=3C=[C:21]([O:28]C)C=C4)N(C[CH2:13]2)C1.[C:65]([O:69][C:70]1[CH:71]=[C:72](C=C)[C:73]2[S:77][C:76]([O:78][CH:79]([CH3:81])[CH3:80])=[N:75][C:74]=2[CH:82]=1)([CH3:68])([CH3:67])[CH3:66]. (6) Given the product [Cl:35][C:34]1[CH:23]=[C:24]([NH:5][CH2:4][CH:6]2[CH2:7][CH2:8]2)[CH:19]=[CH:20][CH:33]=1, predict the reactants needed to synthesize it. The reactants are: ClC1C=[C:4]([CH:6]=[CH:7][CH:8]=1)[NH2:5].C(O[BH-](O[C:19](=O)[CH3:20])OC(=O)C)(=O)C.[Na+].[C:23](O)(=O)[CH3:24].C(=O)(O)[O-].[Na+].Cl[CH2:33][CH2:34][Cl:35].